Dataset: Forward reaction prediction with 1.9M reactions from USPTO patents (1976-2016). Task: Predict the product of the given reaction. (1) Given the reactants CS([C:5]1[N:9]=[C:8]([CH2:10][CH:11]2[CH2:16][CH2:15][CH2:14][CH2:13][CH2:12]2)[S:7][N:6]=1)(=O)=O.[CH2:17]([OH:21])[C:18]#[C:19][CH3:20].[H-].[Na+], predict the reaction product. The product is: [CH:11]1([CH2:10][C:8]2[S:7][N:6]=[C:5]([O:21][CH2:17][C:18]#[C:19][CH3:20])[N:9]=2)[CH2:16][CH2:15][CH2:14][CH2:13][CH2:12]1. (2) Given the reactants [C:1]([N:4]1[C:13]2[C:8](=[CH:9][C:10]([Br:14])=[CH:11][CH:12]=2)[C@H:7]([NH2:15])[CH2:6][C@@H:5]1[CH3:16])(=[O:3])[CH3:2].CCN(C(C)C)C(C)C.Cl[C:27]([O:29][CH:30]([CH3:32])[CH3:31])=[O:28].C1(C)C=CC=CC=1, predict the reaction product. The product is: [C:1]([N:4]1[C:13]2[C:8](=[CH:9][C:10]([Br:14])=[CH:11][CH:12]=2)[C@H:7]([NH:15][C:27](=[O:28])[O:29][CH:30]([CH3:32])[CH3:31])[CH2:6][C@@H:5]1[CH3:16])(=[O:3])[CH3:2]. (3) Given the reactants [CH3:1][O:2][C:3](=[O:21])[CH2:4][C:5]1[CH:10]=[CH:9][CH:8]=[C:7]([O:11][C:12]2[CH:17]=[CH:16][C:15]([Br:18])=[CH:14][C:13]=2[CH:19]=O)[CH:6]=1.[NH2:22][CH2:23][C@@H:24]([C:26]1[CH:31]=[CH:30][CH:29]=[CH:28][CH:27]=1)[OH:25], predict the reaction product. The product is: [CH3:1][O:2][C:3](=[O:21])[CH2:4][C:5]1[CH:10]=[CH:9][CH:8]=[C:7]([O:11][C:12]2[CH:17]=[CH:16][C:15]([Br:18])=[CH:14][C:13]=2[CH2:19][NH:22][CH2:23][C@H:24]([OH:25])[C:26]2[CH:31]=[CH:30][CH:29]=[CH:28][CH:27]=2)[CH:6]=1. (4) Given the reactants Cl[C:2]1[CH:7]=[N:6][CH:5]=[C:4]([Cl:8])[N:3]=1.C([N:16]1[C:24]2[C:19](=[CH:20][C:21]([F:25])=[CH:22][CH:23]=2)[CH:18]=[C:17]1B(O)O)(OC(C)(C)C)=O.C([O-])(O)=O.[Na+], predict the reaction product. The product is: [Cl:8][C:4]1[N:3]=[C:2]([C:17]2[NH:16][C:24]3[C:19]([CH:18]=2)=[CH:20][C:21]([F:25])=[CH:22][CH:23]=3)[CH:7]=[N:6][CH:5]=1. (5) Given the reactants Br[C:2]1[CH:3]=[C:4]([CH:6]=[CH:7][CH:8]=1)[NH2:5].[CH2:9]([C:13]1[CH:18]=[CH:17][C:16](B(O)O)=[CH:15][CH:14]=1)[CH2:10][CH2:11][CH3:12].[F-].[Cs+], predict the reaction product. The product is: [CH2:9]([C:13]1[CH:18]=[CH:17][C:16]([C:2]2[CH:8]=[CH:7][CH:6]=[C:4]([NH2:5])[CH:3]=2)=[CH:15][CH:14]=1)[CH2:10][CH2:11][CH3:12]. (6) Given the reactants [CH3:1][C@H:2]1[CH2:7][N:6]([C:8]2[CH:13]=[CH:12][C:11]([N+:14]([O-])=O)=[CH:10][CH:9]=2)[CH2:5][C@@H:4]([CH3:17])[O:3]1.[H][H], predict the reaction product. The product is: [CH3:1][C@H:2]1[CH2:7][N:6]([C:8]2[CH:13]=[CH:12][C:11]([NH2:14])=[CH:10][CH:9]=2)[CH2:5][C@@H:4]([CH3:17])[O:3]1.